This data is from Forward reaction prediction with 1.9M reactions from USPTO patents (1976-2016). The task is: Predict the product of the given reaction. (1) Given the reactants C[O:2][C:3](=[O:29])[CH:4]([NH:8][C:9](=[O:28])[CH:10]([NH:20][C:21](OC(C)(C)C)=[O:22])[CH2:11][O:12][C:13]1[CH:18]=[CH:17][C:16]([Br:19])=[CH:15][CH:14]=1)[CH:5]([CH3:7])[CH3:6].COC(=O)C(N1C(=O)C(COC2C=CC(Br)=CC=2)NC1=O)C(C)C, predict the reaction product. The product is: [Br:19][C:16]1[CH:17]=[CH:18][C:13]([O:12][CH2:11][CH:10]2[C:9](=[O:28])[N:8]([CH:4]([CH:5]([CH3:7])[CH3:6])[C:3]([OH:2])=[O:29])[C:21](=[O:22])[NH:20]2)=[CH:14][CH:15]=1. (2) Given the reactants [C:1]([CH:4]1[C:13]2[C:8](=[CH:9][CH:10]=[CH:11][CH:12]=2)[C:7](=O)[O:6]C1=O)(=O)[CH3:2].[OH-].[NH4+:17], predict the reaction product. The product is: [CH3:2][C:1]1[NH:17][C:7](=[O:6])[C:8]2[C:13]([CH:4]=1)=[CH:12][CH:11]=[CH:10][CH:9]=2. (3) Given the reactants C[N:2](C)/[CH:3]=[CH:4]/[C:5]([C:7]1[C:12](=[O:13])[CH:11]=[CH:10][N:9]([C:14]2[CH:19]=[CH:18][C:17]([S:20]([CH3:23])(=[O:22])=[O:21])=[CH:16][CH:15]=2)[N:8]=1)=O.[F:25][C:26]([F:37])([F:36])[O:27][C:28]1[CH:33]=[CH:32][C:31]([NH:34]N)=[CH:30][CH:29]=1, predict the reaction product. The product is: [CH3:23][S:20]([C:17]1[CH:18]=[CH:19][C:14]([N:9]2[CH:10]=[CH:11][C:12](=[O:13])[C:7]([C:5]3[N:34]([C:31]4[CH:32]=[CH:33][C:28]([O:27][C:26]([F:25])([F:36])[F:37])=[CH:29][CH:30]=4)[N:2]=[CH:3][CH:4]=3)=[N:8]2)=[CH:15][CH:16]=1)(=[O:22])=[O:21]. (4) Given the reactants [CH2:1]([O:3][C:4]([C:6]1[CH:10]=[C:9]([C:11]2[CH:16]=[CH:15][CH:14]=[CH:13][CH:12]=2)[N:8]([C:17]2[CH:22]=[CH:21][C:20]([N+:23]([O-])=O)=[CH:19][CH:18]=2)[C:7]=1[CH3:26])=[O:5])[CH3:2].C(OCC)(=O)C, predict the reaction product. The product is: [CH2:1]([O:3][C:4]([C:6]1[CH:10]=[C:9]([C:11]2[CH:16]=[CH:15][CH:14]=[CH:13][CH:12]=2)[N:8]([C:17]2[CH:18]=[CH:19][C:20]([NH2:23])=[CH:21][CH:22]=2)[C:7]=1[CH3:26])=[O:5])[CH3:2]. (5) Given the reactants C(#N)C.C(=O)([O-])[O-].[Na+].[Na+].[NH2:10][C:11]1[CH:16]=[C:15]([NH:17][CH:18]2[CH2:23][CH2:22][N:21]([C:24]([O:26][C:27]([CH3:30])([CH3:29])[CH3:28])=[O:25])[CH2:20][CH2:19]2)[C:14](Br)=[CH:13][N:12]=1.[CH3:32][O:33][C:34]1[CH:39]=[CH:38][C:37](B(O)O)=[CH:36][CH:35]=1, predict the reaction product. The product is: [NH2:10][C:11]1[CH:16]=[C:15]([NH:17][CH:18]2[CH2:23][CH2:22][N:21]([C:24]([O:26][C:27]([CH3:30])([CH3:29])[CH3:28])=[O:25])[CH2:20][CH2:19]2)[C:14]([C:37]2[CH:38]=[CH:39][C:34]([O:33][CH3:32])=[CH:35][CH:36]=2)=[CH:13][N:12]=1. (6) The product is: [F:8][C:9]1[C:10]([CH3:25])=[C:11]([C:15]2([C:21]([O:23][CH3:24])=[O:22])[CH2:19][CH2:18][C:17](=[O:20])[CH2:16]2)[CH:12]=[CH:13][CH:14]=1. Given the reactants C(O)C(O)CCO.[F:8][C:9]1[C:10]([CH3:25])=[C:11]([C@:15]2([C:21]([O:23][CH3:24])=[O:22])[CH2:19][CH2:18][C:17](=[O:20])[CH2:16]2)[CH:12]=[CH:13][CH:14]=1.C1CCN2C(=NCCC2)CC1, predict the reaction product. (7) Given the reactants [Cl:1][C:2]1[CH:3]=[C:4]([NH:9][C:10]([C:12]2[CH:16]=[CH:15][S:14][C:13]=2Br)=[O:11])[C:5]([OH:8])=[CH:6][CH:7]=1.[C:18](=O)([O-])[O-].[K+].[K+], predict the reaction product. The product is: [Cl:1][C:2]1[CH:7]=[CH:6][C:5]2[O:8][C:13]3[S:14][C:15]([CH3:18])=[CH:16][C:12]=3[C:10](=[O:11])[NH:9][C:4]=2[CH:3]=1.